This data is from Forward reaction prediction with 1.9M reactions from USPTO patents (1976-2016). The task is: Predict the product of the given reaction. (1) Given the reactants Br[C:2]1[N:7]=[CH:6][C:5]([C:8]([N:10]2[CH2:15][CH2:14][CH:13]([O:16][C:17]3[CH:22]=[CH:21][C:20]([CH3:23])=[CH:19][CH:18]=3)[CH2:12][CH2:11]2)=[O:9])=[CH:4][CH:3]=1.[CH2:24]([C@@H:26]1[CH2:30][O:29][C:28](=[O:31])[NH:27]1)[CH3:25], predict the reaction product. The product is: [CH2:24]([C@@H:26]1[CH2:30][O:29][C:28](=[O:31])[N:27]1[C:2]1[CH:3]=[CH:4][C:5]([C:8]([N:10]2[CH2:15][CH2:14][CH:13]([O:16][C:17]3[CH:22]=[CH:21][C:20]([CH3:23])=[CH:19][CH:18]=3)[CH2:12][CH2:11]2)=[O:9])=[CH:6][N:7]=1)[CH3:25]. (2) Given the reactants C([O:3][C:4]([C:6]1[N:7]([C:17]2[CH:22]=[CH:21][C:20]([O:23][CH:24]([CH3:26])[CH3:25])=[CH:19][CH:18]=2)[C:8]2[C:13]([C:14]=1[Cl:15])=[CH:12][C:11]([OH:16])=[CH:10][CH:9]=2)=[O:5])C.[F:27][C:28]1([F:40])[O:32][C:31]2[CH:33]=[CH:34][C:35](B(O)O)=[CH:36][C:30]=2[O:29]1, predict the reaction product. The product is: [Cl:15][C:14]1[C:13]2[C:8](=[CH:9][CH:10]=[C:11]([O:16][C:35]3[CH:34]=[CH:33][C:31]4[O:32][C:28]([F:27])([F:40])[O:29][C:30]=4[CH:36]=3)[CH:12]=2)[N:7]([C:17]2[CH:22]=[CH:21][C:20]([O:23][CH:24]([CH3:26])[CH3:25])=[CH:19][CH:18]=2)[C:6]=1[C:4]([OH:3])=[O:5].